Dataset: Reaction yield outcomes from USPTO patents with 853,638 reactions. Task: Predict the reaction yield, written as a fraction of the theoretical maximum amount of product (1.0 means a 100% yield; for example, 0.34 means a 34% yield). (1) The reactants are [C:1]([Mg]Br)#[CH:2].[CH2:5]1COC[CH2:6]1.C([O:12][C:13]1[CH2:31][CH2:30][C@H:29]2[C:15](=[CH:16][CH2:17][C@@H:18]3[C@@H:28]2[CH2:27]C[C@@:23]2([CH2:24]C)[C@H:19]3[CH:20]=[CH:21][C:22]2=[O:32])[CH:14]=1)C.Cl. The catalyst is CC1OCCC1.CCO. The product is [C:23]([C@:22]1([OH:32])[CH:21]=[CH:20][C@H:19]2[C@H:18]3[C@H:28]([CH2:27][CH2:1][C@:2]12[CH2:5][CH3:6])[C@@H:29]1[C:15](=[CH:14][C:13](=[O:12])[CH2:31][CH2:30]1)[CH2:16][CH2:17]3)#[CH:24]. The yield is 0.750. (2) The reactants are [CH3:1][C:2]1[O:6][N:5]=[C:4]([C:7]2[CH:12]=[CH:11][CH:10]=[CH:9][CH:8]=2)[C:3]=1[CH2:13][O:14][C:15]1[CH:23]=[CH:22][C:18]([C:19]([OH:21])=O)=[CH:17][N:16]=1.[NH2:24][CH:25]1[CH2:30][CH2:29][CH2:28][N:27]([C:31]([O:33][C:34]([CH3:37])([CH3:36])[CH3:35])=[O:32])[CH2:26]1. No catalyst specified. The product is [C:34]([O:33][C:31]([N:27]1[CH2:28][CH2:29][CH2:30][CH:25]([NH:24][C:19]([C:18]2[CH:17]=[N:16][C:15]([O:14][CH2:13][C:3]3[C:4]([C:7]4[CH:8]=[CH:9][CH:10]=[CH:11][CH:12]=4)=[N:5][O:6][C:2]=3[CH3:1])=[CH:23][CH:22]=2)=[O:21])[CH2:26]1)=[O:32])([CH3:37])([CH3:35])[CH3:36]. The yield is 0.610. (3) The reactants are [CH3:1][C:2]1[C:6]2[CH:7]=[CH:8][CH:9]=[CH:10][C:5]=2[O:4][C:3]=1[CH2:11]O.S(Cl)([Cl:15])=O. The catalyst is ClCCl. The product is [Cl:15][CH2:11][C:3]1[O:4][C:5]2[CH:10]=[CH:9][CH:8]=[CH:7][C:6]=2[C:2]=1[CH3:1]. The yield is 1.00. (4) The product is [Br:9][C:10]1[CH:15]=[CH:14][C:13]([S:16]([NH:7][C@H:4]2[CH2:5][CH2:6][S:2](=[O:8])(=[O:1])[CH2:3]2)(=[O:18])=[O:17])=[CH:12][CH:11]=1. The reactants are [O:1]=[S:2]1(=[O:8])[CH2:6][CH2:5][C@H:4]([NH2:7])[CH2:3]1.[Br:9][C:10]1[CH:15]=[CH:14][C:13]([S:16](Cl)(=[O:18])=[O:17])=[CH:12][CH:11]=1.C(N(CC)CC)C.O. The catalyst is ClCCl. The yield is 0.650. (5) The reactants are [Cl:1][C:2]1[CH:3]=[C:4]([CH:23]=[CH:24][CH:25]=1)[CH2:5][O:6][C:7]1[CH:16]=[C:15]2[C:10]([CH:11]=[C:12]([CH2:17][C:18](OCC)=[O:19])[CH:13]=[N:14]2)=[CH:9][CH:8]=1.[H-].[H-].[H-].[H-].[Li+].[Al+3]. The catalyst is C1COCC1. The product is [Cl:1][C:2]1[CH:3]=[C:4]([CH:23]=[CH:24][CH:25]=1)[CH2:5][O:6][C:7]1[CH:16]=[C:15]2[C:10]([CH:11]=[C:12]([CH2:17][CH2:18][OH:19])[CH:13]=[N:14]2)=[CH:9][CH:8]=1. The yield is 0.660. (6) The product is [Cl:1][C:2]1[C:3]([O:8][C:9]2[CH:10]=[CH:11][C:12]3[N:16]=[C:15]([CH2:17][O:18][C:19]4[CH:20]=[C:21]([CH:26]=[CH:27][CH:28]=4)[C:22]([OH:24])=[O:23])[N:14]([CH3:29])[C:13]=3[CH:30]=2)=[N:4][CH:5]=[CH:6][CH:7]=1. The yield is 0.670. The reactants are [Cl:1][C:2]1[C:3]([O:8][C:9]2[CH:10]=[CH:11][C:12]3[N:16]=[C:15]([CH2:17][O:18][C:19]4[CH:20]=[C:21]([CH:26]=[CH:27][CH:28]=4)[C:22]([O:24]C)=[O:23])[N:14]([CH3:29])[C:13]=3[CH:30]=2)=[N:4][CH:5]=[CH:6][CH:7]=1.[OH-].[Na+]. The catalyst is O1CCOCC1. (7) The reactants are C([O:5][C:6](=[O:38])[CH2:7][C@H:8]([NH:11][S:12]([C:15]1[CH:20]=[CH:19][C:18]([NH:21][C:22](=[O:24])[CH3:23])=[CH:17][C:16]=1[O:25][CH2:26][CH2:27][C:28]1[CH:37]=[CH:36][CH:35]=[C:34]2[C:29]=1[CH:30]=[CH:31][CH:32]=[N:33]2)(=[O:14])=[O:13])[C:9]#[N:10])(C)(C)C. The catalyst is C(O)(C(F)(F)F)=O.C(Cl)Cl. The product is [C:22]([NH:21][C:18]1[CH:19]=[CH:20][C:15]([S:12]([NH:11][C@H:8]([C:9]#[N:10])[CH2:7][C:6]([OH:38])=[O:5])(=[O:14])=[O:13])=[C:16]([O:25][CH2:26][CH2:27][C:28]2[CH:37]=[CH:36][CH:35]=[C:34]3[C:29]=2[CH:30]=[CH:31][CH:32]=[N:33]3)[CH:17]=1)(=[O:24])[CH3:23]. The yield is 0.260. (8) The reactants are [C:1]([O:5][C:6]([NH:8][CH2:9][C:10]1([C:17]([OH:19])=O)[C:12]2([CH2:16][CH2:15][CH2:14][CH2:13]2)[CH2:11]1)=[O:7])([CH3:4])([CH3:3])[CH3:2].C1C=CC2N(O)N=[N:26]C=2C=1.CN1CCOCC1.C(Cl)CCl.[OH-].[NH4+]. The catalyst is C1COCC1. The product is [C:1]([O:5][C:6](=[O:7])[NH:8][CH2:9][C:10]1([C:17](=[O:19])[NH2:26])[C:12]2([CH2:16][CH2:15][CH2:14][CH2:13]2)[CH2:11]1)([CH3:4])([CH3:3])[CH3:2]. The yield is 0.780.